From a dataset of Forward reaction prediction with 1.9M reactions from USPTO patents (1976-2016). Predict the product of the given reaction. (1) Given the reactants [N:1]1([C:7]2[CH:8]=[CH:9][C:10]3[N:11]([C:13]([C:16]([F:19])([F:18])[F:17])=[N:14][N:15]=3)[N:12]=2)[CH2:6][CH2:5][NH:4][CH2:3][CH2:2]1.[CH:20]([C:22]1[CH:27]=[CH:26][C:25](/[CH:28]=[CH:29]/[C:30]([O:32][CH2:33][CH3:34])=[O:31])=[CH:24][CH:23]=1)=O, predict the reaction product. The product is: [F:19][C:16]([F:17])([F:18])[C:13]1[N:11]2[N:12]=[C:7]([N:1]3[CH2:2][CH2:3][N:4]([CH2:20][C:22]4[CH:23]=[CH:24][C:25](/[CH:28]=[CH:29]/[C:30]([O:32][CH2:33][CH3:34])=[O:31])=[CH:26][CH:27]=4)[CH2:5][CH2:6]3)[CH:8]=[CH:9][C:10]2=[N:15][N:14]=1. (2) Given the reactants ClC1C=CC(C2NC(C3C=CC(OC)=CC=3OCC)=NC2C2CCCCC2)=CC=1.[Cl:30][C:31]1[CH:36]=[CH:35][C:34]([CH:37]2[N:41]([C:42]([N:44]3[CH2:49][CH2:48][N:47]([CH3:50])[CH2:46][CH2:45]3)=[O:43])[C:40]([C:51]3[CH:56]=[CH:55][C:54]([O:57][CH3:58])=[CH:53][C:52]=3[O:59][CH2:60][CH3:61])=[N:39][CH:38]2[CH2:62][CH:63]2[CH2:67][CH2:66][CH2:65][CH2:64]2)=[CH:33][CH:32]=1, predict the reaction product. The product is: [Cl:30][C:31]1[CH:36]=[CH:35][C:34]([CH:37]2[N:41]([C:42]([N:44]3[CH2:49][CH2:48][N:47]([CH3:50])[CH2:46][CH2:45]3)=[O:43])[C:40]([C:51]3[CH:56]=[CH:55][C:54]([O:57][CH3:58])=[CH:53][C:52]=3[O:59][CH2:60][CH3:61])=[N:39][CH:38]2[CH:62]2[CH2:64][CH2:65][CH2:66][CH2:67][CH2:63]2)=[CH:33][CH:32]=1. (3) Given the reactants [CH2:1]([NH:8][C:9](=O)[CH:10]([C:12]1[CH:17]=[CH:16][C:15]([OH:18])=[CH:14][CH:13]=1)[CH3:11])[C:2]1[CH:7]=[CH:6][CH:5]=[CH:4][CH:3]=1.B.O1CCCC1.O.[OH-].[Na+], predict the reaction product. The product is: [CH2:1]([NH:8][CH2:9][CH:10]([C:12]1[CH:17]=[CH:16][C:15]([OH:18])=[CH:14][CH:13]=1)[CH3:11])[C:2]1[CH:3]=[CH:4][CH:5]=[CH:6][CH:7]=1. (4) Given the reactants C1(C)C=CC=CC=1.Br[C:9]1[CH:10]=[CH:11][C:12]([C:15](=[O:17])[CH3:16])=[N:13][CH:14]=1.[CH3:18][O:19][C:20]1[CH:25]=[CH:24][C:23](B(O)O)=[CH:22][CH:21]=1.C([O-])([O-])=O.[Na+].[Na+], predict the reaction product. The product is: [CH3:18][O:19][C:20]1[CH:25]=[CH:24][C:23]([C:9]2[CH:10]=[CH:11][C:12]([C:15](=[O:17])[CH3:16])=[N:13][CH:14]=2)=[CH:22][CH:21]=1.